The task is: Regression. Given two drug SMILES strings and cell line genomic features, predict the synergy score measuring deviation from expected non-interaction effect.. This data is from NCI-60 drug combinations with 297,098 pairs across 59 cell lines. (1) Drug 1: C1CCN(CC1)CCOC2=CC=C(C=C2)C(=O)C3=C(SC4=C3C=CC(=C4)O)C5=CC=C(C=C5)O. Drug 2: COCCOC1=C(C=C2C(=C1)C(=NC=N2)NC3=CC=CC(=C3)C#C)OCCOC.Cl. Cell line: HOP-62. Synergy scores: CSS=-1.98, Synergy_ZIP=1.49, Synergy_Bliss=0.195, Synergy_Loewe=-6.46, Synergy_HSA=-5.14. (2) Drug 1: C1CC(=O)NC(=O)C1N2CC3=C(C2=O)C=CC=C3N. Drug 2: B(C(CC(C)C)NC(=O)C(CC1=CC=CC=C1)NC(=O)C2=NC=CN=C2)(O)O. Cell line: T-47D. Synergy scores: CSS=-2.42, Synergy_ZIP=0.149, Synergy_Bliss=-1.96, Synergy_Loewe=-2.80, Synergy_HSA=-2.80. (3) Drug 1: C1CNP(=O)(OC1)N(CCCl)CCCl. Drug 2: CCC1(C2=C(COC1=O)C(=O)N3CC4=CC5=C(C=CC(=C5CN(C)C)O)N=C4C3=C2)O.Cl. Cell line: NCI-H322M. Synergy scores: CSS=-2.97, Synergy_ZIP=-0.493, Synergy_Bliss=-6.79, Synergy_Loewe=-3.31, Synergy_HSA=-9.54. (4) Synergy scores: CSS=31.1, Synergy_ZIP=2.64, Synergy_Bliss=3.51, Synergy_Loewe=-4.56, Synergy_HSA=3.03. Cell line: UO-31. Drug 2: C1C(C(OC1N2C=NC3=C2NC=NCC3O)CO)O. Drug 1: CC1=C(N=C(N=C1N)C(CC(=O)N)NCC(C(=O)N)N)C(=O)NC(C(C2=CN=CN2)OC3C(C(C(C(O3)CO)O)O)OC4C(C(C(C(O4)CO)O)OC(=O)N)O)C(=O)NC(C)C(C(C)C(=O)NC(C(C)O)C(=O)NCCC5=NC(=CS5)C6=NC(=CS6)C(=O)NCCC[S+](C)C)O.